This data is from Reaction yield outcomes from USPTO patents with 853,638 reactions. The task is: Predict the reaction yield, written as a fraction of the theoretical maximum amount of product (1.0 means a 100% yield; for example, 0.34 means a 34% yield). (1) The reactants are [CH2:1]([C:5]1[N:6]=[C:7]([O:27][CH3:28])[NH:8][C:9](=[O:26])[C:10]=1[CH2:11][C:12]1[CH:17]=[CH:16][C:15]([C:18]2[C:19]([C:24]#[N:25])=[CH:20][CH:21]=[CH:22][CH:23]=2)=[CH:14][CH:13]=1)[CH2:2][CH2:3][CH3:4].[CH2:29](Br)[C:30]1[CH:35]=[CH:34][CH:33]=[CH:32][CH:31]=1.C(=O)([O-])[O-].[Cs+].[Cs+]. The catalyst is CN(C)C=O.C(OCC)(=O)C. The product is [CH2:29]([N:8]1[C:9](=[O:26])[C:10]([CH2:11][C:12]2[CH:17]=[CH:16][C:15]([C:18]3[C:19]([C:24]#[N:25])=[CH:20][CH:21]=[CH:22][CH:23]=3)=[CH:14][CH:13]=2)=[C:5]([CH2:1][CH2:2][CH2:3][CH3:4])[N:6]=[C:7]1[O:27][CH3:28])[C:30]1[CH:35]=[CH:34][CH:33]=[CH:32][CH:31]=1. The yield is 0.500. (2) The reactants are [F:1][C:2]1[CH:9]=[CH:8][C:7](F)=[CH:6][C:3]=1[CH:4]=[O:5].[S-2].[Li+].[Li+].[OH2:14].[CH3:15]S(C)=O. No catalyst specified. The product is [F:1][C:2]1[CH:9]=[CH:8][CH:7]=[C:6]([CH:15]=[O:14])[C:3]=1[CH:4]=[O:5]. The yield is 0.590. (3) The product is [Br:14][C:11]1[CH:10]=[N:9][C:4]2[NH:5][C:6](=[O:8])[O:7][C:2]([CH3:13])([CH3:1])[C:3]=2[CH:12]=1. The catalyst is C(#N)C. The yield is 0.480. The reactants are [CH3:1][C:2]1([CH3:13])[O:7][C:6](=[O:8])[NH:5][C:4]2[N:9]=[CH:10][CH:11]=[CH:12][C:3]1=2.[Br:14]N1C(=O)CCC1=O.C(=O)(O)[O-].[Na+]. (4) The reactants are [Li+].C[Si]([N-][Si](C)(C)C)(C)C.Cl[C:12]1[N:20]=[C:19]([Cl:21])[CH:18]=[CH:17][C:13]=1[C:14]([NH2:16])=[O:15].[NH2:22][C:23]1[CH:24]=[C:25]([N:29]([CH3:39])[S:30]([C:33]2[CH:38]=[CH:37][CH:36]=[CH:35][CH:34]=2)(=[O:32])=[O:31])[CH:26]=[CH:27][CH:28]=1. The catalyst is C1COCC1.CCOC(C)=O. The product is [Cl:21][C:19]1[CH:18]=[CH:17][C:13]([C:14]([NH2:16])=[O:15])=[C:12]([NH:22][C:23]2[CH:28]=[CH:27][CH:26]=[C:25]([N:29]([CH3:39])[S:30]([C:33]3[CH:34]=[CH:35][CH:36]=[CH:37][CH:38]=3)(=[O:32])=[O:31])[CH:24]=2)[N:20]=1. The yield is 0.510. (5) The reactants are [Br:1][C:2]1[CH:3]=[N:4][CH:5]=[N:6][CH:7]=1.[CH:8]1([Mg]Br)[CH2:10][CH2:9]1.O.C(C1C(=O)C(Cl)=C(Cl)C(=O)C=1C#N)#N. The catalyst is CCOCC.C1COCC1. The product is [Br:1][C:2]1[C:3]([CH:8]2[CH2:10][CH2:9]2)=[N:4][CH:5]=[N:6][CH:7]=1. The yield is 0.200. (6) The reactants are O=P(Cl)(Cl)[Cl:3].CN(C)C1C=CC=CC=1.[CH3:15][O:16][C:17]1[CH:39]=[CH:38][C:20]([CH2:21][N:22]2[C:31]3[C:26](=[CH:27][C:28]([C:32]([O:34][CH3:35])=[O:33])=[CH:29][CH:30]=3)[NH:25][C:24](=O)[C:23]2=[O:37])=[CH:19][CH:18]=1. The catalyst is C1(C)C=CC=CC=1. The product is [Cl:3][C:24]1[C:23](=[O:37])[N:22]([CH2:21][C:20]2[CH:38]=[CH:39][C:17]([O:16][CH3:15])=[CH:18][CH:19]=2)[C:31]2[C:26]([N:25]=1)=[CH:27][C:28]([C:32]([O:34][CH3:35])=[O:33])=[CH:29][CH:30]=2. The yield is 0.720. (7) The reactants are [CH3:1][O:2][C:3]1[CH:4]=[C:5]2[C:9](=[CH:10][CH:11]=1)[N:8]([CH3:12])[CH:7]=[C:6]2[CH:13]=O.[CH3:15][N:16]1C2C(=CC=CC=2)C(C)=C1C=O. No catalyst specified. The product is [CH3:1][O:2][C:3]1[CH:4]=[C:5]2[C:9](=[CH:10][CH:11]=1)[N:8]([CH3:12])[CH:7]=[C:6]2[CH2:13][NH:16][CH3:15]. The yield is 0.980. (8) The reactants are [CH:1]1([NH:6][C:7]2[N:12]3[N:13]=[C:14]([C:16]4[CH:21]=[CH:20][CH:19]=[CH:18][CH:17]=4)[CH:15]=[C:11]3[N:10]=[C:9](SC)[N:8]=2)[CH2:5][CH2:4][CH2:3][CH2:2]1. The catalyst is C(O)C.[Ni]. The product is [CH:1]1([NH:6][C:7]2[N:12]3[N:13]=[C:14]([C:16]4[CH:21]=[CH:20][CH:19]=[CH:18][CH:17]=4)[CH:15]=[C:11]3[N:10]=[CH:9][N:8]=2)[CH2:5][CH2:4][CH2:3][CH2:2]1. The yield is 0.780. (9) The reactants are C(C1C=CC(S([N:14]2[C:18]3=[N:19][CH:20]=[C:21]([NH:23][NH2:24])[N:22]=[C:17]3[CH:16]=[CH:15]2)(=O)=O)=CC=1)(C)(C)C.CCN(C(C)C)C(C)C.[CH3:34][CH:35]1[CH2:40][CH2:39][CH2:38][CH2:37][CH:36]1[C:41](Cl)=O.O=S(Cl)Cl.C([O-])([O-])=O.[Na+].[Na+]. The catalyst is O1CCOCC1.CO. The product is [CH3:34][CH:35]1[CH2:40][CH2:39][CH2:38][CH2:37][CH:36]1[C:41]1[N:22]2[C:17]3[CH:16]=[CH:15][NH:14][C:18]=3[N:19]=[CH:20][C:21]2=[N:23][N:24]=1. The yield is 0.350.